Predict which catalyst facilitates the given reaction. From a dataset of Catalyst prediction with 721,799 reactions and 888 catalyst types from USPTO. Reactant: Cl.[C:2]([O:21][CH:22]1[CH2:25][NH:24][CH2:23]1)([C:15]1[CH:20]=[CH:19][CH:18]=[CH:17][CH:16]=1)([C:9]1[CH:14]=[CH:13][CH:12]=[CH:11][CH:10]=1)[C:3]1[CH:8]=[CH:7][CH:6]=[CH:5][CH:4]=1.C(=O)([O-])[O-].[K+].[K+].[I-].[K+].Br[CH2:35][CH2:36][CH2:37][Cl:38]. Product: [Cl:38][CH2:37][CH2:36][CH2:35][N:24]1[CH2:23][CH:22]([O:21][C:2]([C:9]2[CH:14]=[CH:13][CH:12]=[CH:11][CH:10]=2)([C:15]2[CH:16]=[CH:17][CH:18]=[CH:19][CH:20]=2)[C:3]2[CH:8]=[CH:7][CH:6]=[CH:5][CH:4]=2)[CH2:25]1. The catalyst class is: 829.